This data is from Forward reaction prediction with 1.9M reactions from USPTO patents (1976-2016). The task is: Predict the product of the given reaction. (1) Given the reactants [CH3:1][C:2]1[N:7]=[C:6](OS(C(F)(F)F)(=O)=O)[CH:5]=[C:4]([C:16]2[CH:21]=[CH:20][C:19]([C:22]([F:25])([F:24])[F:23])=[CH:18][CH:17]=2)[CH:3]=1.[C:26]([C:28]1[CH:29]=[C:30](B(O)O)[CH:31]=[CH:32][CH:33]=1)#[N:27], predict the reaction product. The product is: [CH3:1][C:2]1[N:7]=[C:6]([C:32]2[CH:33]=[C:28]([CH:29]=[CH:30][CH:31]=2)[C:26]#[N:27])[CH:5]=[C:4]([C:16]2[CH:21]=[CH:20][C:19]([C:22]([F:25])([F:24])[F:23])=[CH:18][CH:17]=2)[CH:3]=1. (2) Given the reactants [OH:1][CH2:2][C:3]1([C:6]([O:8][CH3:9])=[O:7])[CH2:5][CH2:4]1.ClN1C(=O)N(Cl)C(=O)N(Cl)C1=O, predict the reaction product. The product is: [CH:2]([C:3]1([C:6]([O:8][CH3:9])=[O:7])[CH2:5][CH2:4]1)=[O:1]. (3) Given the reactants [CH2:1]([O:3][C:4]([CH2:6][N:7]1[CH:11]=[C:10](B2OC(C)(C)C(C)(C)O2)[CH:9]=[N:8]1)=[O:5])[CH3:2].Cl[C:22]1[N:27]=[N:26][C:25]([N:28]2[CH2:33][CH2:32][CH:31]([N:34]3[C:42]4[C:37](=[CH:38][CH:39]=[C:40]([F:43])[CH:41]=4)[CH2:36][CH2:35]3)[CH2:30][CH2:29]2)=[CH:24][CH:23]=1, predict the reaction product. The product is: [F:43][C:40]1[CH:41]=[C:42]2[C:37]([CH2:36][CH2:35][N:34]2[CH:31]2[CH2:32][CH2:33][N:28]([C:25]3[N:26]=[N:27][C:22]([C:10]4[CH:9]=[N:8][N:7]([CH2:6][C:4]([O:3][CH2:1][CH3:2])=[O:5])[CH:11]=4)=[CH:23][CH:24]=3)[CH2:29][CH2:30]2)=[CH:38][CH:39]=1. (4) Given the reactants [NH2:1][C:2]1[S:3][C:4]2[C:10]3[C:11]([C:14]([OH:16])=O)=[N:12][NH:13][C:9]=3[CH:8]=[CH:7][C:5]=2[N:6]=1.CC[N:19](C(C)C)C(C)C.[Cl-].[NH4+], predict the reaction product. The product is: [NH2:1][C:2]1[S:3][C:4]2[C:10]3[C:11]([C:14]([NH2:19])=[O:16])=[N:12][NH:13][C:9]=3[CH:8]=[CH:7][C:5]=2[N:6]=1. (5) Given the reactants [NH:1]1[C:9]2[C:4](=[CH:5][CH:6]=[CH:7][N:8]=2)[C:3]([C:10](=[O:15])[C:11]([O:13]C)=[O:12])=[CH:2]1.C([O-])([O-])=O.[K+:20].[K+], predict the reaction product. The product is: [NH:1]1[C:9]2[C:4](=[CH:5][CH:6]=[CH:7][N:8]=2)[C:3]([C:10](=[O:15])[C:11]([O-:13])=[O:12])=[CH:2]1.[K+:20]. (6) The product is: [Cl:1][C:2]1[CH:3]=[CH:4][C:5]([N:8]([C:38](=[O:42])[CH:39]([CH3:41])[CH3:40])[C@H:9]2[C:18]3[C:13](=[CH:14][CH:15]=[CH:16][CH:17]=3)[N:12]([C:19]([C:21]3[CH:22]=[CH:23][C:24]([O:25][CH2:26][CH2:27][C:28]([CH3:33])([CH3:34])[C:29]([OH:31])=[O:30])=[CH:35][CH:36]=3)=[O:20])[C@@H:11]([CH3:37])[CH2:10]2)=[CH:6][CH:7]=1. Given the reactants [Cl:1][C:2]1[CH:7]=[CH:6][C:5]([N:8]([C:38](=[O:42])[CH:39]([CH3:41])[CH3:40])[C@H:9]2[C:18]3[C:13](=[CH:14][CH:15]=[CH:16][CH:17]=3)[N:12]([C:19]([C:21]3[CH:36]=[CH:35][C:24]([O:25][CH2:26][CH2:27][C:28]([CH3:34])([CH3:33])[C:29]([O:31]C)=[O:30])=[CH:23][CH:22]=3)=[O:20])[C@@H:11]([CH3:37])[CH2:10]2)=[CH:4][CH:3]=1.[OH-].[Na+], predict the reaction product.